From a dataset of Choline transporter screen with 302,306 compounds. Binary Classification. Given a drug SMILES string, predict its activity (active/inactive) in a high-throughput screening assay against a specified biological target. (1) The molecule is s1c(C(OC2(C(=O)c3c(cc(n(c3)c3ccccc3)CCCC(OC)=O)=CC2=O)C)=O)ccc1. The result is 0 (inactive). (2) The molecule is O1C2(Oc3c(CC2)cccc3)C(O)C(O)CC1CCO. The result is 0 (inactive).